Dataset: Forward reaction prediction with 1.9M reactions from USPTO patents (1976-2016). Task: Predict the product of the given reaction. (1) Given the reactants Cl[C:2]1[C:7]([C:8]([O:10][CH2:11][CH3:12])=[O:9])=[CH:6][N:5]=[C:4]([S:13][CH3:14])[N:3]=1.[NH4+].[Cl-], predict the reaction product. The product is: [CH3:14][S:13][C:4]1[N:3]=[CH:2][C:7]([C:8]([O:10][CH2:11][CH3:12])=[O:9])=[CH:6][N:5]=1. (2) Given the reactants [H-].[Na+].[Cl:3][C:4]1[CH:9]=[C:8]([NH:10][C:11]2[CH:16]=[CH:15][CH:14]=[C:13]([F:17])[C:12]=2[F:18])[N:7]=[CH:6][N:5]=1.Br[CH2:20][C:21]#[N:22].[Cl-].[NH4+], predict the reaction product. The product is: [Cl:3][C:4]1[CH:9]=[C:8]([N:10]([CH2:20][C:21]#[N:22])[C:11]2[CH:16]=[CH:15][CH:14]=[C:13]([F:17])[C:12]=2[F:18])[N:7]=[CH:6][N:5]=1.